This data is from Catalyst prediction with 721,799 reactions and 888 catalyst types from USPTO. The task is: Predict which catalyst facilitates the given reaction. (1) Product: [CH3:20][C:21]1([CH3:23])[CH2:22][O:26][C:25]([C:27]2[CH:36]=[CH:35][C:34]3[C:29](=[CH:30][CH:31]=[CH:32][CH:33]=3)[N:28]=2)=[N:24]1. The catalyst class is: 279. Reactant: C1(C)C=CC(S(Cl)(=O)=O)=CC=1.C(N(CC)CC)C.O[CH2:20][C:21]([NH:24][C:25]([C:27]1[CH:36]=[CH:35][C:34]2[C:29](=[CH:30][CH:31]=[CH:32][CH:33]=2)[N:28]=1)=[O:26])([CH3:23])[CH3:22]. (2) Reactant: [CH3:1][O:2][C:3]1[CH:8]=[CH:7][CH:6]=[C:5]([NH2:9])[CH:4]=1.C([O:12][CH:13]=[C:14]([C:20](OCC)=O)[C:15]([O:17][CH2:18][CH3:19])=[O:16])C.C(C1C=NC2C(C=1)=CC=C(OC1C3C(=CC(OCC4CCN(C)CC4)=C(OC)C=3)N=CN=1)C=2)#N. Product: [CH3:1][O:2][C:3]1[CH:4]=[C:5]2[C:6]([C:13](=[O:12])[C:14]([C:15]([O:17][CH2:18][CH3:19])=[O:16])=[CH:20][NH:9]2)=[CH:7][CH:8]=1. The catalyst class is: 400.